This data is from Full USPTO retrosynthesis dataset with 1.9M reactions from patents (1976-2016). The task is: Predict the reactants needed to synthesize the given product. (1) Given the product [Br:1][C:2]1[CH:3]=[C:4]([N:13]([CH3:22])[CH:14]2[CH2:19][CH2:18][O:17][CH2:16][CH2:15]2)[C:5]([CH3:12])=[C:6]([CH:11]=1)[C:7]([O:9][CH3:10])=[O:8], predict the reactants needed to synthesize it. The reactants are: [Br:1][C:2]1[CH:3]=[C:4]([NH:13][CH:14]2[CH2:19][CH2:18][O:17][CH2:16][CH2:15]2)[C:5]([CH3:12])=[C:6]([CH:11]=1)[C:7]([O:9][CH3:10])=[O:8].C=O.[C:22](O)(=O)C.C(O[BH-](OC(=O)C)OC(=O)C)(=O)C.[Na+]. (2) Given the product [CH2:1]([O:3][C:4](=[O:17])[CH2:5][C:6]1[CH:11]=[C:10]([C:12]([F:15])([F:14])[F:13])[CH:9]=[C:8]([C:27]2[CH:28]=[CH:29][C:30]([C:32]([F:35])([F:33])[F:34])=[CH:31][C:26]=2[CH2:25][N:24]([C:23]([O:22][C:18]([CH3:19])([CH3:21])[CH3:20])=[O:47])[CH2:45][CH3:46])[N:7]=1)[CH3:2], predict the reactants needed to synthesize it. The reactants are: [CH2:1]([O:3][C:4](=[O:17])[CH2:5][C:6]1[CH:11]=[C:10]([C:12]([F:15])([F:14])[F:13])[CH:9]=[C:8](Cl)[N:7]=1)[CH3:2].[C:18]([O:22][C:23](=[O:47])[N:24]([CH2:45][CH3:46])[CH2:25][C:26]1[CH:31]=[C:30]([C:32]([F:35])([F:34])[F:33])[CH:29]=[CH:28][C:27]=1B1OC(C)(C)C(C)(C)O1)([CH3:21])([CH3:20])[CH3:19].